Dataset: Forward reaction prediction with 1.9M reactions from USPTO patents (1976-2016). Task: Predict the product of the given reaction. (1) Given the reactants [CH:1]1([C:7]2[NH:8][C:9]3[C:14]([C:15]=2[CH:16]=[O:17])=[CH:13][C:12]([O:18][CH3:19])=[CH:11][CH:10]=3)[CH2:6][CH2:5][CH2:4][CH2:3][CH2:2]1.[H-].[Na+].I[CH2:23][CH3:24], predict the reaction product. The product is: [CH:1]1([C:7]2[N:8]([CH2:23][CH3:24])[C:9]3[C:14]([C:15]=2[CH:16]=[O:17])=[CH:13][C:12]([O:18][CH3:19])=[CH:11][CH:10]=3)[CH2:2][CH2:3][CH2:4][CH2:5][CH2:6]1. (2) Given the reactants [O:1]=[C:2]1[CH2:7][CH2:6][O:5][CH2:4][CH:3]1[C:8]([O:10][CH3:11])=[O:9].O[C:13]1CCOCC=1C(OC)=O.[H-].[Na+].IC, predict the reaction product. The product is: [CH3:13][C:3]1([C:8]([O:10][CH3:11])=[O:9])[C:2](=[O:1])[CH2:7][CH2:6][O:5][CH2:4]1. (3) Given the reactants [F:1][C:2]1[CH:22]=[CH:21][C:5]([O:6][CH2:7][C@@H:8]([O:14][CH2:15][O:16][CH2:17]COC)[CH2:9][CH2:10][CH2:11]CO)=[CH:4][CH:3]=1.C(Cl)(=O)C(Cl)=O.CS(C)=O.CCN(CC)CC.Cl.C([O-])(O)=O.[Na+], predict the reaction product. The product is: [F:1][C:2]1[CH:22]=[CH:21][C:5]([O:6][CH2:7][C@H:8]2[O:14][CH:15]([O:16][CH3:17])[CH2:11][CH2:10][CH2:9]2)=[CH:4][CH:3]=1.